The task is: Predict the reaction yield, written as a fraction of the theoretical maximum amount of product (1.0 means a 100% yield; for example, 0.34 means a 34% yield).. This data is from Reaction yield outcomes from USPTO patents with 853,638 reactions. (1) The reactants are CC1(C)C2C(=C(P(C3C=CC=CC=3)C3C=CC=CC=3)C=CC=2)OC2C(P(C3C=CC=CC=3)C3C=CC=CC=3)=CC=CC1=2.Cl[C:44]1[CH:49]=[C:48]([C:50]([F:53])([F:52])[F:51])[CH:47]=[C:46]([C:54]2[CH:59]=[CH:58][CH:57]=[CH:56][C:55]=2[Cl:60])[N:45]=1.[F:61][C:62]1[CH:63]=[C:64]2[C:70]([NH2:71])=[N:69][N:68](COCC[Si](C)(C)C)[C:65]2=[N:66][CH:67]=1.C(=O)([O-])[O-].[K+].[K+].Cl. The catalyst is O1CCOCC1.C1COCC1.CC([O-])=O.CC([O-])=O.[Pd+2].CCOC(C)=O. The product is [Cl:60][C:55]1[CH:56]=[CH:57][CH:58]=[CH:59][C:54]=1[C:46]1[N:45]=[C:44]([NH:71][C:70]2[C:64]3[C:65](=[N:66][CH:67]=[C:62]([F:61])[CH:63]=3)[NH:68][N:69]=2)[CH:49]=[C:48]([C:50]([F:53])([F:52])[F:51])[CH:47]=1. The yield is 0.110. (2) The reactants are C1(P(C2C=CC=CC=2)C2C=CC=CC=2)C=CC=CC=1.[C:20]([Br:24])(Br)(Br)[Br:21].[C:25]([O:29][C:30]([N:32]1[C@@:36]([CH:38]=O)([CH3:37])[CH2:35][O:34][C:33]1([CH3:41])[CH3:40])=[O:31])([CH3:28])([CH3:27])[CH3:26]. The catalyst is ClCCl. The product is [C:25]([O:29][C:30]([N:32]1[C@:36]([CH:38]=[C:20]([Br:24])[Br:21])([CH3:37])[CH2:35][O:34][C:33]1([CH3:41])[CH3:40])=[O:31])([CH3:28])([CH3:26])[CH3:27]. The yield is 0.712. (3) The reactants are [Cl:1][C:2]1[CH:3]=[C:4]([CH2:9][C:10]([OH:12])=O)[CH:5]=[CH:6][C:7]=1[OH:8].[CH2:13]([N:17]1[C:25]2[N:24]=[C:23]([Cl:26])[NH:22][C:21]=2[C:20](=[O:27])[N:19]([CH2:28][CH2:29][CH2:30]/[C:31](=[N:34]/[H])/[NH:32]O)[C:18]1=[O:36])[CH2:14][CH2:15][CH3:16]. The catalyst is CS(C)=O. The product is [CH2:13]([N:17]1[C:25]2[N:24]=[C:23]([Cl:26])[NH:22][C:21]=2[C:20](=[O:27])[N:19]([CH2:28][CH2:29][CH2:30][C:31]2[N:32]=[C:10]([CH2:9][C:4]3[CH:5]=[CH:6][C:7]([OH:8])=[C:2]([Cl:1])[CH:3]=3)[O:12][N:34]=2)[C:18]1=[O:36])[CH2:14][CH2:15][CH3:16]. The yield is 0.170. (4) The reactants are F[P-](F)(F)(F)(F)F.N1(O[P+](N(C)C)(N(C)C)N(C)C)C2C=CC=CC=2N=N1.[F:28][C:29]1[CH:34]=[CH:33][C:32]([S:35]([C@@:38]2([C:43]3[CH:48]=[CH:47][C:46]([C:49]([F:58])([C:54]([F:57])([F:56])[F:55])[C:50]([F:53])([F:52])[F:51])=[CH:45][CH:44]=3)[CH2:42][CH2:41][NH:40][CH2:39]2)(=[O:37])=[O:36])=[CH:31][CH:30]=1.[CH3:59][S:60][CH:61]1[CH2:66][CH2:65][CH:64]([C:67](O)=[O:68])[CH2:63][CH2:62]1.CCN(C(C)C)C(C)C. The catalyst is C(Cl)Cl. The product is [F:28][C:29]1[CH:34]=[CH:33][C:32]([S:35]([C@@:38]2([C:43]3[CH:44]=[CH:45][C:46]([C:49]([F:58])([C:50]([F:53])([F:52])[F:51])[C:54]([F:55])([F:56])[F:57])=[CH:47][CH:48]=3)[CH2:42][CH2:41][N:40]([C:67]([CH:64]3[CH2:65][CH2:66][CH:61]([S:60][CH3:59])[CH2:62][CH2:63]3)=[O:68])[CH2:39]2)(=[O:36])=[O:37])=[CH:31][CH:30]=1. The yield is 0.880. (5) The reactants are [BH4-].[Na+].[CH3:3][O:4][C:5]([CH2:7][N:8]1[CH:12]=[C:11](/[CH:13]=[C:14]2\[CH2:15][N:16]([C:21]([C:34]3[CH:39]=[CH:38][CH:37]=[CH:36][CH:35]=3)([C:28]3[CH:33]=[CH:32][CH:31]=[CH:30][CH:29]=3)[C:22]3[CH:27]=[CH:26][CH:25]=[CH:24][CH:23]=3)[CH2:17][CH2:18][C:19]\2=[O:20])[N:10]=[N:9]1)=[O:6]. The catalyst is O1CCCC1. The product is [CH3:3][O:4][C:5]([CH2:7][N:8]1[CH:12]=[C:11](/[CH:13]=[C:14]2\[CH2:15][N:16]([C:21]([C:34]3[CH:35]=[CH:36][CH:37]=[CH:38][CH:39]=3)([C:28]3[CH:29]=[CH:30][CH:31]=[CH:32][CH:33]=3)[C:22]3[CH:23]=[CH:24][CH:25]=[CH:26][CH:27]=3)[CH2:17][CH2:18][CH:19]\2[OH:20])[N:10]=[N:9]1)=[O:6]. The yield is 0.710. (6) The reactants are [C:1]12([CH2:11][CH2:12][NH:13][CH2:14][CH2:15][CH2:16][NH:17][CH2:18][CH2:19][CH2:20][C:21]3[CH:26]=[CH:25][N:24]=[CH:23][CH:22]=3)[CH2:10][CH:5]3[CH2:6][CH:7]([CH2:9][CH:3]([CH2:4]3)[CH2:2]1)[CH2:8]2.[C:27](N1C=CN=C1)(N1C=CN=C1)=[O:28]. The catalyst is C(Cl)Cl. The product is [C:1]12([CH2:11][CH2:12][N:13]3[CH2:14][CH2:15][CH2:16][N:17]([CH2:18][CH2:19][CH2:20][C:21]4[CH:22]=[CH:23][N:24]=[CH:25][CH:26]=4)[C:27]3=[O:28])[CH2:2][CH:3]3[CH2:4][CH:5]([CH2:6][CH:7]([CH2:9]3)[CH2:8]1)[CH2:10]2. The yield is 0.0940.